From a dataset of Catalyst prediction with 721,799 reactions and 888 catalyst types from USPTO. Predict which catalyst facilitates the given reaction. (1) Reactant: [N:1]1([C:6]([C:8]2[CH:17]=[CH:16][C:11]([C:12]([O:14]C)=[O:13])=[CH:10][C:9]=2[C:18]#[C:19][Si](C)(C)C)=[O:7])[CH2:5][CH2:4][CH2:3][CH2:2]1.[OH-].[K+].Cl. Product: [C:18]([C:9]1[CH:10]=[C:11]([CH:16]=[CH:17][C:8]=1[C:6]([N:1]1[CH2:5][CH2:4][CH2:3][CH2:2]1)=[O:7])[C:12]([OH:14])=[O:13])#[CH:19]. The catalyst class is: 24. (2) Reactant: [CH:1]1([NH:4][C:5]([NH:7][C:8]2[CH:13]=[CH:12][C:11]([O:14][C:15]3[CH:20]=[CH:19][N:18]=[C:17]4[CH:21]=[C:22]([C:24]5[CH:29]=[CH:28][C:27]([CH2:30][NH:31][CH2:32][CH2:33][O:34][CH3:35])=[CH:26][N:25]=5)[S:23][C:16]=34)=[CH:10][N:9]=2)=[O:6])[CH2:3][CH2:2]1.[C:36]([O:39][CH2:40][C:41]([OH:43])=O)(=[O:38])[CH3:37].C(N(CC)CC)C.CCN=C=NCCCN(C)C.Cl.C1C=C2N=NN(O)C2=CC=1.O. Product: [C:36]([O:39][CH2:40][C:41]([N:31]([CH2:30][C:27]1[CH:26]=[N:25][C:24]([C:22]2[S:23][C:16]3[C:17](=[N:18][CH:19]=[CH:20][C:15]=3[O:14][C:11]3[CH:10]=[N:9][C:8]([NH:7][C:5]([NH:4][CH:1]4[CH2:3][CH2:2]4)=[O:6])=[CH:13][CH:12]=3)[CH:21]=2)=[CH:29][CH:28]=1)[CH2:32][CH2:33][O:34][CH3:35])=[O:43])(=[O:38])[CH3:37]. The catalyst class is: 3. (3) Reactant: [F:1][C:2]1[CH:3]=[C:4]([C:13](=[O:15])[CH3:14])[CH:5]=[CH:6][C:7]=1[O:8][C:9]([F:12])([F:11])[F:10].[Br:16]Br. Product: [Br:16][CH2:14][C:13]([C:4]1[CH:5]=[CH:6][C:7]([O:8][C:9]([F:11])([F:12])[F:10])=[C:2]([F:1])[CH:3]=1)=[O:15]. The catalyst class is: 15. (4) Reactant: [CH3:1][C:2]1[O:6][C:5](=[O:7])[N:4]([CH2:8][C:9]2[CH:14]=[CH:13][CH:12]=[CH:11][C:10]=2[NH:15][S:16]([C:19]([F:22])([F:21])[F:20])(=[O:18])=[O:17])[CH:3]=1.C(=O)(O)[O-].[Na+].Cl[C:29]([O:31][CH2:32][CH:33]([CH3:35])[CH3:34])=[O:30]. The catalyst class is: 10. Product: [CH2:32]([O:31][C:29]([N:15]([C:10]1[CH:11]=[CH:12][CH:13]=[CH:14][C:9]=1[CH2:8][N:4]1[CH:3]=[C:2]([CH3:1])[O:6][C:5]1=[O:7])[S:16]([C:19]([F:20])([F:22])[F:21])(=[O:17])=[O:18])=[O:30])[CH:33]([CH3:35])[CH3:34]. (5) Reactant: C1(C(C2C=CC=CC=2)[N:8]2[CH2:11][C:10]([CH2:18][NH:19][C:20](=[O:26])[O:21][C:22]([CH3:25])([CH3:24])[CH3:23])([N:12]3[CH2:17][CH2:16][O:15][CH2:14][CH2:13]3)[CH2:9]2)C=CC=CC=1. Product: [N:12]1([C:10]2([CH2:18][NH:19][C:20](=[O:26])[O:21][C:22]([CH3:24])([CH3:23])[CH3:25])[CH2:11][NH:8][CH2:9]2)[CH2:13][CH2:14][O:15][CH2:16][CH2:17]1. The catalyst class is: 105. (6) Reactant: [C:1]([C:3]1[CH:8]=[CH:7][C:6]([C:9]#[C:10][CH2:11][CH2:12][OH:13])=[CH:5][CH:4]=1)#[N:2].[H][H]. Product: [OH:13][CH2:12][CH2:11][CH2:10][CH2:9][C:6]1[CH:5]=[CH:4][C:3]([C:1]#[N:2])=[CH:8][CH:7]=1. The catalyst class is: 29. (7) Product: [NH2:16][C:13]1[CH:14]=[CH:15][C:10]2[S:9][N:8]=[C:7]([C:3]3[N:2]([CH3:1])[CH:6]=[CH:5][CH:4]=3)[C:11]=2[CH:12]=1. The catalyst class is: 13. Reactant: [CH3:1][N:2]1[CH:6]=[CH:5][CH:4]=[C:3]1[C:7]1[C:11]2[CH:12]=[C:13]([N+:16]([O-])=O)[CH:14]=[CH:15][C:10]=2[S:9][N:8]=1.C(O)C.O.O.[Sn](Cl)Cl. (8) Reactant: [CH3:1][C:2]([O:5][C:6]([N:8]1[C:16]2[C:11](=[CH:12][C:13]([C:24]3[CH:29]=[CH:28][CH:27]=[CH:26][CH:25]=3)=[CH:14][C:15]=2[C:17]([O:19][C:20]([CH3:23])([CH3:22])[CH3:21])=[O:18])[CH:10]=[C:9]1[C:30](O)=[O:31])=[O:7])([CH3:4])[CH3:3].[CH3:33][N:34](C(ON1N=NC2C=CC=NC1=2)=[N+](C)C)[CH3:35].F[P-](F)(F)(F)(F)F.C(N(C(C)C)CC)(C)C.CNC. Product: [CH3:33][N:34]([CH3:35])[C:30]([C:9]1[N:8]([C:6]([O:5][C:2]([CH3:3])([CH3:1])[CH3:4])=[O:7])[C:16]2[C:11]([CH:10]=1)=[CH:12][C:13]([C:24]1[CH:29]=[CH:28][CH:27]=[CH:26][CH:25]=1)=[CH:14][C:15]=2[C:17]([O:19][C:20]([CH3:21])([CH3:23])[CH3:22])=[O:18])=[O:31]. The catalyst class is: 3. (9) Reactant: [C:1]([O:5][C:6]([CH:8]1[CH2:14][CH2:13][C:12]2[CH:15]=[CH:16][C:17]([O:19][CH3:20])=[CH:18][C:11]=2[N:10]([CH2:21][CH3:22])[C:9]1=[O:23])=[O:7])([CH3:4])([CH3:3])[CH3:2].C1C(=O)N(Br)C(=O)C1.C/C(/O[Si](C)(C)C)=N\[Si](C)(C)C.C(Cl)(Cl)(Cl)Cl. Product: [C:1]([O:5][C:6]([CH:8]1[CH:14]=[CH:13][C:12]2[CH:15]=[CH:16][C:17]([O:19][CH3:20])=[CH:18][C:11]=2[N:10]([CH2:21][CH3:22])[C:9]1=[O:23])=[O:7])([CH3:4])([CH3:3])[CH3:2]. The catalyst class is: 2.